From a dataset of Forward reaction prediction with 1.9M reactions from USPTO patents (1976-2016). Predict the product of the given reaction. (1) Given the reactants NC1N=[CH:6][C:5]([C:8]2[CH:9]=[CH:10][C:11]3[C:12]4[C:20]([NH:21][CH:22]([CH:26]5[CH2:28][CH2:27]5)[CH:23]5CC5)=[N:19][CH:18]=[C:17]([C:29]([NH2:31])=[O:30])[C:13]=4[NH:14][C:15]=3[CH:16]=2)=CN=1.C([C:34]1[CH:35]=[N:36][CH:37]=[CH:38][CH:39]=1)#C.C(=O)([O-])[O-:41].[Cs+].[Cs+], predict the reaction product. The product is: [OH:41][C:26]([CH3:27])([CH3:28])[CH:22]([NH:21][C:20]1[C:12]2[C:11]3[CH:10]=[CH:9][C:8]([C:5]#[C:6][C:34]4[CH:35]=[N:36][CH:37]=[CH:38][CH:39]=4)=[CH:16][C:15]=3[NH:14][C:13]=2[C:17]([C:29]([NH2:31])=[O:30])=[CH:18][N:19]=1)[CH3:23]. (2) Given the reactants [NH2:1][C:2]1[CH:7]=[CH:6][C:5]([N:8]2[CH2:14][CH2:13][CH2:12][CH:11]([N:15]3[CH2:19][CH2:18][C@@H:17]([NH:20][C:21](=[O:36])[CH2:22][NH:23][C:24](=[O:35])[C:25]4[CH:30]=[CH:29][CH:28]=[C:27]([C:31]([F:34])([F:33])[F:32])[CH:26]=4)[CH2:16]3)[CH2:10][CH2:9]2)=[CH:4][CH:3]=1.C(N(CC)CC)C.[C:44](Cl)(=[O:46])[CH3:45].C([O-])(O)=O.[Na+], predict the reaction product. The product is: [C:44]([NH:1][C:2]1[CH:3]=[CH:4][C:5]([N:8]2[CH2:14][CH2:13][CH2:12][CH:11]([N:15]3[CH2:19][CH2:18][C@@H:17]([NH:20][C:21](=[O:36])[CH2:22][NH:23][C:24](=[O:35])[C:25]4[CH:30]=[CH:29][CH:28]=[C:27]([C:31]([F:33])([F:34])[F:32])[CH:26]=4)[CH2:16]3)[CH2:10][CH2:9]2)=[CH:6][CH:7]=1)(=[O:46])[CH3:45]. (3) Given the reactants [CH3:1][O:2][C:3]1[CH:4]=[C:5]([C:11]2[C:12]([NH2:16])=[N:13][NH:14][CH:15]=2)[CH:6]=[C:7]([O:9][CH3:10])[CH:8]=1.CN1[CH:25]=[CH:24][C:22](=[O:23])N(C)C1=O.[O-]CC.[Na+], predict the reaction product. The product is: [CH3:10][O:9][C:7]1[CH:6]=[C:5]([C:11]2[CH:15]=[N:14][N:13]3[CH:25]=[CH:24][C:22](=[O:23])[NH:16][C:12]=23)[CH:4]=[C:3]([O:2][CH3:1])[CH:8]=1. (4) Given the reactants [F:1][C:2]1[CH:7]=[C:6]([F:8])[C:5]([F:9])=[CH:4][C:3]=1[C@@H:10]1[CH2:19][CH2:18][C:13]2([O:17][CH2:16][CH2:15][O:14]2)[CH2:12][C@H:11]1C(O)=O.C1(P(N=[N+]=[N-])(C2C=CC=CC=2)=[O:30])C=CC=CC=1.C([N:42]([CH2:45]C)CC)C.[CH2:47]([OH:54])[C:48]1[CH:53]=[CH:52][CH:51]=[CH:50][CH:49]=1, predict the reaction product. The product is: [F:1][C:2]1[CH:7]=[C:6]([F:8])[C:5]([F:9])=[CH:4][C:3]=1[CH:10]1[CH2:19][CH2:18][C:13]2([O:14][CH2:15][CH2:16][O:17]2)[CH2:12][CH:11]1[NH:42][C:45](=[O:30])[O:54][CH2:47][C:48]1[CH:53]=[CH:52][CH:51]=[CH:50][CH:49]=1. (5) Given the reactants Cl[C:2]1[N:3]=[C:4]([NH:15][CH:16]([C:23]2[CH:28]=[CH:27][C:26](OC)=[CH:25][CH:24]=2)[C:17]2[CH:22]=[CH:21][CH:20]=[CH:19][CH:18]=2)[C:5]2[CH2:10][N:9]([CH:11]([CH3:13])[CH3:12])[C:8](=[O:14])[C:6]=2[N:7]=1.Cl.[CH3:32][N:33]([CH3:43])[CH2:34][C:35]([N:37]1[CH2:42][CH2:41][NH:40][CH2:39][CH2:38]1)=[O:36], predict the reaction product. The product is: [CH:16]([NH:15][C:4]1[C:5]2[CH2:10][N:9]([CH:11]([CH3:13])[CH3:12])[C:8](=[O:14])[C:6]=2[N:7]=[C:2]([N:40]2[CH2:39][CH2:38][N:37]([C:35](=[O:36])[CH2:34][N:33]([CH3:32])[CH3:43])[CH2:42][CH2:41]2)[N:3]=1)([C:17]1[CH:18]=[CH:19][CH:20]=[CH:21][CH:22]=1)[C:23]1[CH:28]=[CH:27][CH:26]=[CH:25][CH:24]=1.